The task is: Predict the product of the given reaction.. This data is from Forward reaction prediction with 1.9M reactions from USPTO patents (1976-2016). (1) Given the reactants [CH3:1][C:2]1[N:3]=[C:4]2[C:9]([NH:10][CH2:11][C:12]3[C:20]([CH3:21])=[CH:19][CH:18]=[CH:17][C:13]=3[C:14](O)=[O:15])=[CH:8][CH:7]=[CH:6][N:5]2[C:22]=1[CH3:23].O.C(Cl)[Cl:26], predict the reaction product. The product is: [ClH:26].[OH:15][CH2:14][C:13]1[CH:17]=[CH:18][CH:19]=[C:20]([CH3:21])[C:12]=1[CH2:11][NH:10][C:9]1[C:4]2[N:5]([C:22]([CH3:23])=[C:2]([CH3:1])[N:3]=2)[CH:6]=[CH:7][CH:8]=1. (2) The product is: [F:64][CH:32]([F:31])[O:33][C:34]1[CH:35]=[C:36]2[C:40](=[CH:41][CH:42]=1)[N:39]([CH3:43])[N:38]=[C:37]2[C:44]1[N:45]=[C:46]2[C:52]([C:53]([NH:25][C:26]([CH3:30])([CH3:29])[CH2:27][OH:28])=[O:54])=[CH:51][N:50]([CH2:56][O:57][CH2:58][CH2:59][Si:60]([CH3:62])([CH3:61])[CH3:63])[C:47]2=[N:48][CH:49]=1. Given the reactants CN(C(ON1N=NC2C=CC=NC1=2)=[N+](C)C)C.F[P-](F)(F)(F)(F)F.[NH2:25][C:26]([CH3:30])([CH3:29])[CH2:27][OH:28].[F:31][CH:32]([F:64])[O:33][C:34]1[CH:35]=[C:36]2[C:40](=[CH:41][CH:42]=1)[N:39]([CH3:43])[N:38]=[C:37]2[C:44]1[N:45]=[C:46]2[C:52]([C:53](O)=[O:54])=[CH:51][N:50]([CH2:56][O:57][CH2:58][CH2:59][Si:60]([CH3:63])([CH3:62])[CH3:61])[C:47]2=[N:48][CH:49]=1, predict the reaction product. (3) Given the reactants [Cl:1][C:2]1[CH:3]=[C:4]([CH:6]=[C:7]([C:9]([F:12])([F:11])[F:10])[CH:8]=1)[NH2:5].[Cl:13][C:14]1[CH:19]=[CH:18][C:17]([N:20]=[C:21]=[O:22])=[CH:16][C:15]=1[C:23]([F:26])([F:25])[F:24], predict the reaction product. The product is: [Cl:1][C:2]1[CH:3]=[C:4]([NH:5][C:21]([NH:20][C:17]2[CH:18]=[CH:19][C:14]([Cl:13])=[C:15]([C:23]([F:25])([F:24])[F:26])[CH:16]=2)=[O:22])[CH:6]=[C:7]([C:9]([F:10])([F:11])[F:12])[CH:8]=1. (4) Given the reactants [Cl:1][C:2]1[C:7]([CH3:8])=[CH:6][C:5](/[CH:9]=[N:10]/[S@@:11]([C:13]([CH3:16])([CH3:15])[CH3:14])=[O:12])=[CH:4][C:3]=1[CH3:17].[CH2:18]1[CH2:22]OC[CH2:19]1, predict the reaction product. The product is: [Cl:1][C:2]1[C:3]([CH3:17])=[CH:4][C:5]([C@H:9]([NH:10][S@@:11]([C:13]([CH3:14])([CH3:16])[CH3:15])=[O:12])[CH:18]([CH3:22])[CH3:19])=[CH:6][C:7]=1[CH3:8]. (5) Given the reactants [Si]([O:8][C@H:9]1[C@H:14]([NH:15][C:16](=[O:19])[CH2:17][Cl:18])[CH2:13][CH2:12][N:11]([C:20]2[CH:25]=[C:24]([C:26]#[N:27])[CH:23]=[C:22]([NH:28][C:29]3[N:34]=[C:33]([N:35]([CH:45]4[CH2:47][CH2:46]4)[CH2:36][C:37]4[CH:42]=[CH:41][C:40]([O:43][CH3:44])=[CH:39][CH:38]=4)[C:32]4=[N:48][CH:49]=[C:50]([C:51]#[N:52])[N:31]4[N:30]=3)[C:21]=2[Cl:53])[CH2:10]1)(C(C)(C)C)(C)C.CCCC[N+](CCCC)(CCCC)CCCC.[F-], predict the reaction product. The product is: [Cl:18][CH2:17][C:16]([NH:15][C@@H:14]1[CH2:13][CH2:12][N:11]([C:20]2[CH:25]=[C:24]([C:26]#[N:27])[CH:23]=[C:22]([NH:28][C:29]3[N:34]=[C:33]([N:35]([CH:45]4[CH2:47][CH2:46]4)[CH2:36][C:37]4[CH:38]=[CH:39][C:40]([O:43][CH3:44])=[CH:41][CH:42]=4)[C:32]4=[N:48][CH:49]=[C:50]([C:51]#[N:52])[N:31]4[N:30]=3)[C:21]=2[Cl:53])[CH2:10][C@H:9]1[OH:8])=[O:19]. (6) Given the reactants BrC1[CH:7]=[C:6]([Cl:8])[CH:5]=[CH:4]C=1OC.[Mg].[C:12]([CH:14]1[CH2:16][CH:15]1[C:17](N(OC)C)=[O:18])#[N:13].[CH2:23]([O:25][CH2:26][CH3:27])C, predict the reaction product. The product is: [Cl:8][C:6]1[CH:5]=[CH:4][C:27]([C:17]([CH:15]2[CH2:16][CH:14]2[C:12]#[N:13])=[O:18])=[C:26]([O:25][CH3:23])[CH:7]=1.